This data is from Full USPTO retrosynthesis dataset with 1.9M reactions from patents (1976-2016). The task is: Predict the reactants needed to synthesize the given product. (1) Given the product [F:21][C:19]1[C:18]([CH3:22])=[CH:17][C:16]2[N:23]=[CH:24][N:14]([CH:11]3[CH2:10][CH2:9][NH:8][CH2:13][CH2:12]3)[C:15]=2[CH:20]=1, predict the reactants needed to synthesize it. The reactants are: C(OC([N:8]1[CH2:13][CH2:12][CH:11]([NH:14][C:15]2[CH:20]=[C:19]([F:21])[C:18]([CH3:22])=[CH:17][C:16]=2[NH2:23])[CH2:10][CH2:9]1)=O)(C)(C)C.[CH:24]([O-])([O-])OC. (2) Given the product [CH:42]1([CH2:96][C@H:95]([NH:94][C:93]([N:70]2[CH2:71][C@H:72]([O:74][C:75]3[C:84]4[C:79](=[CH:80][C:81]([O:85][CH3:86])=[CH:82][CH:83]=4)[N:78]=[C:77]([C:87]4[CH:92]=[CH:91][CH:90]=[CH:89][CH:88]=4)[CH:76]=3)[CH2:73][C@H:69]2[C:67]([NH:66][C@:61]2([C:59]([OH:58])=[O:60])[CH2:63][C@H:62]2[CH:64]=[CH2:65])=[O:68])=[O:113])[C:100](=[O:112])[NH:24][CH2:23][CH:17]2[CH2:22][CH2:21][CH2:20][CH2:19][CH2:18]2)[CH2:47][CH2:46][CH2:45][CH2:44][CH2:43]1, predict the reactants needed to synthesize it. The reactants are: C(OC(NC(C(C)(C)C)C(O)=O)=O)(C)(C)C.[CH:17]1([CH2:23][NH2:24])[CH2:22][CH2:21][CH2:20][CH2:19][CH2:18]1.C(OC(=O)NC(C(=O)NC1[C:47]2[C:42](=[CH:43][CH:44]=[CH:45][CH:46]=2)CC1O)C(C)(C)C)(C)(C)C.ClNC(=O)[O-].C([O:58][C:59]([C:61]1([NH:66][C:67]([CH:69]2[CH2:73][CH:72]([O:74][C:75]3[C:84]4[C:79](=[CH:80][C:81]([O:85][CH3:86])=[CH:82][CH:83]=4)[N:78]=[C:77]([C:87]4[CH:92]=[CH:91][CH:90]=[CH:89][CH:88]=4)[CH:76]=3)[CH2:71][N:70]2[C:93](=[O:113])[NH:94][CH:95]([C:100](=[O:112])NC2C3C(=CC=CC=3)CC2O)[C:96](C)(C)C)=[O:68])[CH2:63][CH:62]1[CH:64]=[CH2:65])=[O:60])C.